Dataset: Reaction yield outcomes from USPTO patents with 853,638 reactions. Task: Predict the reaction yield, written as a fraction of the theoretical maximum amount of product (1.0 means a 100% yield; for example, 0.34 means a 34% yield). (1) The reactants are [Cl:1][C:2]1[CH:3]=[C:4]([C:9]2[CH2:19][CH2:18][C:12]3([CH2:17][CH2:16][NH:15][CH2:14][CH2:13]3)[CH2:11][CH:10]=2)[CH:5]=[CH:6][C:7]=1[Cl:8].C=O.[C:22](O[BH-](OC(=O)C)OC(=O)C)(=[O:24])C.[Na+].ClCCl.CO. The catalyst is ClC(Cl)C.CO. The product is [OH-:24].[NH4+:15].[Cl:1][C:2]1[CH:3]=[C:4]([C:9]2[CH2:19][CH2:18][C:12]3([CH2:13][CH2:14][N:15]([CH3:22])[CH2:16][CH2:17]3)[CH2:11][CH:10]=2)[CH:5]=[CH:6][C:7]=1[Cl:8]. The yield is 0.0100. (2) The reactants are Cl[C:2]1[CH:7]=[CH:6][C:5]([F:8])=[CH:4][C:3]=1[N+:9]([O-:11])=[O:10].C(=O)([O-])[O-].[Na+].[Na+].O1CCOCC1.[CH3:24][C:25]1(C)[C:29](C)(C)OB(C(C)=C)O1. The catalyst is C1C=CC(P(C2C=CC=CC=2)C2C=CC=CC=2)=CC=1.C1C=CC(P(C2C=CC=CC=2)C2C=CC=CC=2)=CC=1.Cl[Pd]Cl.O. The product is [F:8][C:5]1[CH:6]=[CH:7][C:2]([C:25]([CH3:29])=[CH2:24])=[C:3]([N+:9]([O-:11])=[O:10])[CH:4]=1. The yield is 0.750. (3) The reactants are [NH2:1][C:2]1[C:3]([C:9](O)=O)=[N:4][C:5]([Br:8])=[CH:6][N:7]=1.[C:12]1([NH2:19])[C:13]([NH2:18])=[CH:14][CH:15]=[CH:16][CH:17]=1.C(OP(C#N)(OCC)=O)C.C(N(CC)CC)C.C. The catalyst is COCCOC.CCOC(C)=O.O. The product is [NH:18]1[C:13]2[CH:14]=[CH:15][CH:16]=[CH:17][C:12]=2[N:19]=[C:9]1[C:3]1[C:2]([NH2:1])=[N:7][CH:6]=[C:5]([Br:8])[N:4]=1. The yield is 0.600. (4) The reactants are [C:1]([NH:4][C@@H:5]1[CH2:10][C@H:9]([NH:11][C:12]([CH3:15])([CH3:14])[CH3:13])[CH2:8][CH2:7][C@@H:6]1[N:16]1[CH2:20][CH2:19][C@H:18]([NH:21]C(=O)OCC2C=CC=CC=2)[C:17]1=[O:32])(=[O:3])[CH3:2]. The catalyst is CO.[Pd]. The product is [NH2:21][C@H:18]1[CH2:19][CH2:20][N:16]([C@H:6]2[CH2:7][CH2:8][C@@H:9]([NH:11][C:12]([CH3:15])([CH3:13])[CH3:14])[CH2:10][C@H:5]2[NH:4][C:1](=[O:3])[CH3:2])[C:17]1=[O:32]. The yield is 0.980. (5) The reactants are [F:1][C:2]([F:8])([F:7])[C:3](Br)=[N:4][OH:5].[C:9]([CH2:11][C:12]([NH2:14])=[O:13])#[N:10].[O-]CC.[Na+]. The catalyst is CCO. The product is [NH2:10][C:9]1[O:5][N:4]=[C:3]([C:2]([F:8])([F:7])[F:1])[C:11]=1[C:12]([NH2:14])=[O:13]. The yield is 0.400. (6) The catalyst is CN(C=O)C. The reactants are CCN(C(C)C)C(C)C.[CH3:10][O:11][C:12]1[CH:13]=[CH:14][CH:15]=[C:16]2[C:21]=1[O:20][C:19](=[O:22])[C:18]([C:23]([OH:25])=O)=[CH:17]2.CN(C(ON1N=NC2C=CC=NC1=2)=[N+](C)C)C.F[P-](F)(F)(F)(F)F.[F:50][C:51]([F:67])([F:66])[O:52][C:53]1[CH:58]=[CH:57][CH:56]=[CH:55][C:54]=1[C:59]1[CH:64]=[CH:63][CH:62]=[C:61]([NH2:65])[CH:60]=1. The product is [F:50][C:51]([F:66])([F:67])[O:52][C:53]1[CH:58]=[CH:57][CH:56]=[CH:55][C:54]=1[C:59]1[CH:64]=[CH:63][CH:62]=[C:61]([NH:65][C:23]([C:18]2[C:19](=[O:22])[O:20][C:21]3[C:16]([CH:17]=2)=[CH:15][CH:14]=[CH:13][C:12]=3[O:11][CH3:10])=[O:25])[CH:60]=1. The yield is 0.760. (7) The reactants are [C:1]1([CH2:7][C:8]([C:10]2[CH:15]=[CH:14][C:13]([C:16]([F:19])([F:18])[F:17])=[CH:12][CH:11]=2)=O)[CH:6]=[CH:5][CH:4]=[CH:3][CH:2]=1.[CH2:20]([O:22][C:23]1[CH:24]=[C:25]([CH:28]=[C:29]([N+:32]([O-:34])=[O:33])[C:30]=1[OH:31])[CH:26]=O)[CH3:21].[NH2:35][C:36]([NH2:38])=[O:37].Cl. The catalyst is CCO. The product is [CH2:20]([O:22][C:23]1[CH:24]=[C:25]([CH:26]2[C:7]([C:1]3[CH:6]=[CH:5][CH:4]=[CH:3][CH:2]=3)=[C:8]([C:10]3[CH:15]=[CH:14][C:13]([C:16]([F:19])([F:18])[F:17])=[CH:12][CH:11]=3)[NH:38][C:36](=[O:37])[NH:35]2)[CH:28]=[C:29]([N+:32]([O-:34])=[O:33])[C:30]=1[OH:31])[CH3:21]. The yield is 0.390. (8) The reactants are [C-]#N.[Na+].[Cu][C:5]#[N:6].Br[C:8]1[C:9]([NH2:25])=[N:10][C:11]([C:20]2[O:21][CH:22]=[CH:23][CH:24]=2)=[C:12]([C:14]2[CH:19]=[CH:18][N:17]=[CH:16][CH:15]=2)[N:13]=1. The catalyst is CN(C)C=O. The product is [NH2:25][C:9]1[C:8]([C:5]#[N:6])=[N:13][C:12]([C:14]2[CH:19]=[CH:18][N:17]=[CH:16][CH:15]=2)=[C:11]([C:20]2[O:21][CH:22]=[CH:23][CH:24]=2)[N:10]=1. The yield is 0.700. (9) The reactants are CN(OC)[C:3]([CH:5]1[CH2:10][CH2:9][CH2:8][CH2:7][CH2:6]1)=[O:4].[CH2:13]([Mg]Cl)[C:14]1[CH:19]=[CH:18][CH:17]=[CH:16][CH:15]=1.C(OCC)C.O. The catalyst is O1CCCC1. The product is [CH2:13]([C:3]([CH:5]1[CH2:10][CH2:9][CH2:8][CH2:7][CH2:6]1)=[O:4])[C:14]1[CH:19]=[CH:18][CH:17]=[CH:16][CH:15]=1. The yield is 0.700.